From a dataset of Full USPTO retrosynthesis dataset with 1.9M reactions from patents (1976-2016). Predict the reactants needed to synthesize the given product. (1) Given the product [NH2:15][CH2:14][C:13]1[CH:16]=[CH:17][C:10]([N:7]2[CH:6]([C:18]3[CH:23]=[CH:22][C:21]([O:24][CH3:25])=[CH:20][CH:19]=3)[CH:5]([CH2:4][CH2:3][CH:2]([OH:1])[C:26]3[CH:27]=[CH:28][CH:29]=[CH:30][CH:31]=3)[C:8]2=[O:9])=[CH:11][CH:12]=1, predict the reactants needed to synthesize it. The reactants are: [OH:1][CH:2]([C:26]1[CH:31]=[CH:30][CH:29]=[CH:28][CH:27]=1)[CH2:3][CH2:4][CH:5]1[C:8](=[O:9])[N:7]([C:10]2[CH:17]=[CH:16][C:13]([C:14]#[N:15])=[CH:12][CH:11]=2)[CH:6]1[C:18]1[CH:23]=[CH:22][C:21]([O:24][CH3:25])=[CH:20][CH:19]=1.N.[H][H]. (2) Given the product [F:1][C:2]([F:15])([F:14])[S:3]([O:6][CH2:17][C:18]1([C:24]([O:26][CH2:27][CH3:28])=[O:25])[CH2:23][CH2:22][CH2:21][CH2:20][O:19]1)(=[O:5])=[O:4], predict the reactants needed to synthesize it. The reactants are: [F:1][C:2]([F:15])([F:14])[S:3]([O:6]S(C(F)(F)F)(=O)=O)(=[O:5])=[O:4].O[CH2:17][C:18]1([C:24]([O:26][CH2:27][CH3:28])=[O:25])[CH2:23][CH2:22][CH2:21][CH2:20][O:19]1.N1C(C)=CC=CC=1C. (3) Given the product [N:25]1([C:23](=[O:24])[CH2:22][CH2:21][NH:20][C:18]([N:15]2[CH2:16][CH2:17][CH:12]([NH:11][C:10]3[CH:9]=[CH:8][C:7]([CH2:6][CH2:5][NH:4][CH2:61][C@H:59]([OH:60])[CH2:58][O:57][C:54]4[CH:55]=[CH:56][C:51]([OH:50])=[CH:52][CH:53]=4)=[CH:32][CH:31]=3)[CH2:13][CH2:14]2)=[O:19])[CH2:26][CH2:27][O:28][CH2:29][CH2:30]1, predict the reactants needed to synthesize it. The reactants are: C(O)=O.[NH2:4][CH2:5][CH2:6][C:7]1[CH:32]=[CH:31][C:10]([NH:11][CH:12]2[CH2:17][CH2:16][N:15]([C:18]([NH:20][CH2:21][CH2:22][C:23]([N:25]3[CH2:30][CH2:29][O:28][CH2:27][CH2:26]3)=[O:24])=[O:19])[CH2:14][CH2:13]2)=[CH:9][CH:8]=1.C([Si]([O:50][C:51]1[CH:56]=[CH:55][C:54]([O:57][CH2:58][CH:59]2[CH2:61][O:60]2)=[CH:53][CH:52]=1)(C1C=CC=CC=1)C1C=CC=CC=1)(C)(C)C. (4) The reactants are: [C:1](OC)(OC)(OC)[CH3:2].[NH2:9][C:10]1[C:11]([O:32][C:33]2[CH:38]=[CH:37][CH:36]=[CH:35][CH:34]=2)=[N:12][C:13]([CH3:31])=[C:14]([CH3:30])[C:15]=1[NH:16][CH2:17][CH2:18][O:19][CH2:20][CH2:21][NH:22][C:23](=[O:29])[O:24][C:25]([CH3:28])([CH3:27])[CH3:26].Cl.N1C=CC=CC=1. Given the product [CH3:1][C:2]1[N:16]([CH2:17][CH2:18][O:19][CH2:20][CH2:21][NH:22][C:23](=[O:29])[O:24][C:25]([CH3:26])([CH3:27])[CH3:28])[C:15]2[C:14]([CH3:30])=[C:13]([CH3:31])[N:12]=[C:11]([O:32][C:33]3[CH:34]=[CH:35][CH:36]=[CH:37][CH:38]=3)[C:10]=2[N:9]=1, predict the reactants needed to synthesize it.